From a dataset of Reaction yield outcomes from USPTO patents with 853,638 reactions. Predict the reaction yield, written as a fraction of the theoretical maximum amount of product (1.0 means a 100% yield; for example, 0.34 means a 34% yield). (1) The reactants are [C:1]([C:3]1[CH:11]=[CH:10][C:9]2[NH:8][C:7]3[CH2:12][C@@H:13]([NH:15][C:16](=[O:21])[O:17][CH:18]([CH3:20])[CH3:19])[CH2:14][C:6]=3[C:5]=2[CH:4]=1)#[N:2].[Cl:22][C:23]1[CH:28]=[CH:27][N:26]=[C:25]([CH2:29]Cl)[C:24]=1[O:31][CH3:32].C(=O)([O-])[O-].[Cs+].[Cs+]. The catalyst is CN(C)C=O.O. The product is [CH:18]([O:17][C:16](=[O:21])[NH:15][C@@H:13]1[CH2:12][C:7]2[N:8]([CH2:29][C:25]3[C:24]([O:31][CH3:32])=[C:23]([Cl:22])[CH:28]=[CH:27][N:26]=3)[C:9]3[CH:10]=[CH:11][C:3]([C:1]#[N:2])=[CH:4][C:5]=3[C:6]=2[CH2:14]1)([CH3:19])[CH3:20]. The yield is 0.920. (2) The reactants are [CH3:1][C:2]1[O:6][N:5]=[C:4]([C:7]2[CH:12]=[CH:11][CH:10]=[CH:9][CH:8]=2)[C:3]=1[CH2:13][O:14][C:15]1[N:20]=[CH:19][C:18]([C:21]([NH:23][CH:24]2[CH2:29][CH2:28][CH2:27][N:26]([CH2:30][C:31]([OH:33])=O)[CH2:25]2)=[O:22])=[CH:17][CH:16]=1.[CH:34]1([NH2:37])[CH2:36][CH2:35]1. No catalyst specified. The product is [CH:34]1([NH:37][C:31]([CH2:30][N:26]2[CH2:27][CH2:28][CH2:29][CH:24]([NH:23][C:21](=[O:22])[C:18]3[CH:17]=[CH:16][C:15]([O:14][CH2:13][C:3]4[C:4]([C:7]5[CH:8]=[CH:9][CH:10]=[CH:11][CH:12]=5)=[N:5][O:6][C:2]=4[CH3:1])=[N:20][CH:19]=3)[CH2:25]2)=[O:33])[CH2:36][CH2:35]1. The yield is 0.630. (3) The reactants are [Cl:1][C:2]1[CH:11]=[CH:10][C:5]2[S:6][CH:7]=[C:8]([CH3:9])[C:4]=2[CH:3]=1.C([Li])CCC.CN([CH:20]=[O:21])C.[NH4+].[Cl-]. The catalyst is C1COCC1. The product is [Cl:1][C:2]1[CH:11]=[CH:10][C:5]2[S:6][C:7]([CH:20]=[O:21])=[C:8]([CH3:9])[C:4]=2[CH:3]=1. The yield is 0.890. (4) The reactants are CO[C:3](=[O:24])[C:4]1[CH:9]=[CH:8][C:7]([O:10][CH2:11][C:12]2[C:13]([C:17]3[CH:22]=[CH:21][C:20]([F:23])=[CH:19][CH:18]=3)=[N:14][O:15][CH:16]=2)=[N:6][CH:5]=1.[NH2:25][CH:26]([CH3:29])[CH2:27][OH:28]. No catalyst specified. The product is [F:23][C:20]1[CH:19]=[CH:18][C:17]([C:13]2[C:12]([CH2:11][O:10][C:7]3[CH:8]=[CH:9][C:4]([C:3]([NH:25][C@H:26]([CH3:29])[CH2:27][OH:28])=[O:24])=[CH:5][N:6]=3)=[CH:16][O:15][N:14]=2)=[CH:22][CH:21]=1. The yield is 0.410. (5) The reactants are [CH3:1][C:2](=[CH:4][CH2:5][CH2:6]/[C:7](=[CH:9]/[CH2:10][OH:11])/[CH3:8])[CH3:3].C(N(CC)CC)C.[CH3:19][C:20]([CH3:25])=[CH:21][C:22](Cl)=[O:23].COC1C=CC(C=O)=CC=1. The catalyst is ClCCl.O. The product is [CH3:25][C:20](=[CH2:19])[CH2:21][C:22]([O:11][CH2:10]/[CH:9]=[C:7](/[CH2:6][CH2:5][CH:4]=[C:2]([CH3:1])[CH3:3])\[CH3:8])=[O:23]. The yield is 0.990.